From a dataset of Full USPTO retrosynthesis dataset with 1.9M reactions from patents (1976-2016). Predict the reactants needed to synthesize the given product. (1) Given the product [Cl:24][C:21]1[CH:22]=[C:23]2[C:18](=[CH:19][CH:20]=1)[NH:17][CH:16]=[C:15]2[CH2:14][CH2:13][CH2:12][N:38]1[CH2:39][CH2:40][N:35]([C:29]2[N:28]=[C:27]([O:26][CH3:25])[CH:32]=[C:31]([O:33][CH3:34])[N:30]=2)[CH2:36][CH2:37]1, predict the reactants needed to synthesize it. The reactants are: CC1C=CC(S(O[CH2:12][CH2:13][CH2:14][C:15]2[C:23]3[C:18](=[CH:19][CH:20]=[C:21]([Cl:24])[CH:22]=3)[NH:17][CH:16]=2)(=O)=O)=CC=1.[CH3:25][O:26][C:27]1[CH:32]=[C:31]([O:33][CH3:34])[N:30]=[C:29]([N:35]2[CH2:40][CH2:39][NH:38][CH2:37][CH2:36]2)[N:28]=1.C(=O)([O-])[O-].[K+].[K+].[I-].[K+]. (2) Given the product [NH4+:5].[OH-:2].[OH:2][C@H:3]1[C@H:7]([N:8]2[CH:12]=[CH:11][N:10]=[N:9]2)[CH2:6][NH:5][CH2:4]1, predict the reactants needed to synthesize it. The reactants are: Cl.[OH:2][C@H:3]1[C@H:7]([N:8]2[CH:12]=[CH:11][N:10]=[N:9]2)[CH2:6][N:5](C(OC(C)(C)C)=O)[CH2:4]1. (3) The reactants are: [CH3:1][O:2][C:3](=[O:13])[C:4]1[CH:9]=[CH:8][C:7]([OH:10])=[C:6]([C:11]#[N:12])[CH:5]=1.[F:14][C:15]([F:28])([F:27])[S:16](O[S:16]([C:15]([F:28])([F:27])[F:14])(=[O:18])=[O:17])(=[O:18])=[O:17]. Given the product [CH3:1][O:2][C:3](=[O:13])[C:4]1[CH:9]=[CH:8][C:7]([O:10][S:16]([C:15]([F:28])([F:27])[F:14])(=[O:18])=[O:17])=[C:6]([C:11]#[N:12])[CH:5]=1, predict the reactants needed to synthesize it.